Dataset: Retrosynthesis with 50K atom-mapped reactions and 10 reaction types from USPTO. Task: Predict the reactants needed to synthesize the given product. (1) Given the product CCCCCC1C(=O)CCC1CC=O, predict the reactants needed to synthesize it. The reactants are: CCCCCC1C(CC=O)CCC12OCCO2. (2) The reactants are: Cc1nc(N2C[C@H]3C[C@H]3C2C(=O)O)ncc1Br.OB(O)c1cc(C(F)(F)F)cc2[nH]ncc12. Given the product Cc1nc(N2C[C@H]3C[C@H]3C2C(=O)O)ncc1-c1cc(C(F)(F)F)cc2[nH]ncc12, predict the reactants needed to synthesize it. (3) Given the product Cc1cc(-c2sc(N)nc2-c2cccc(NC(=O)c3c(F)cccc3F)c2)nc(Nc2cccc(OCCN(C)C)c2)n1, predict the reactants needed to synthesize it. The reactants are: CN(C)CCOc1cccc(N)c1.Cc1cc(-c2sc(N)nc2-c2cccc(NC(=O)c3c(F)cccc3F)c2)nc(Cl)n1. (4) Given the product COC(=O)c1cc(Br)nc(-c2ccc(S(=O)(=O)N3CCOCC3)cc2)c1N, predict the reactants needed to synthesize it. The reactants are: COC(=O)c1cc(Br)nc(Br)c1N.O=S(=O)(c1ccc(B(O)O)cc1)N1CCOCC1. (5) Given the product O=C(O)C(O)CNCC(=O)N1CCc2cc(OCc3cc(-c4ccccc4)c(C(F)(F)F)s3)ccc21, predict the reactants needed to synthesize it. The reactants are: COC(=O)C(O)CNCC(=O)N1CCc2cc(OCc3cc(-c4ccccc4)c(C(F)(F)F)s3)ccc21. (6) Given the product C=Cc1ncsc1CSc1nc(O)cc(C(F)(F)F)n1, predict the reactants needed to synthesize it. The reactants are: C=Cc1ncsc1CBr.Oc1cc(C(F)(F)F)nc(S)n1. (7) The reactants are: CC(C)(C)[Si](C)(C)OCC=O.NCc1cc(-c2ccc(C(F)(F)F)cc2)ccc1[N+](=O)[O-]. Given the product CC(C)(C)[Si](C)(C)OCCNCc1cc(-c2ccc(C(F)(F)F)cc2)ccc1[N+](=O)[O-], predict the reactants needed to synthesize it. (8) Given the product COCC1CN(C(C)(C)C)CC2(CCNCC2)O1, predict the reactants needed to synthesize it. The reactants are: COCC1CN(C(C)(C)C)CC2(CCN(C(=O)OC(C)(C)C)CC2)O1.